Dataset: Full USPTO retrosynthesis dataset with 1.9M reactions from patents (1976-2016). Task: Predict the reactants needed to synthesize the given product. (1) The reactants are: [CH3:1][O:2][C:3]1[CH:8]=[CH:7][C:6]([O:9][CH3:10])=[CH:5][C:4]=1[C:11](=[O:13])[CH3:12].[CH3:14][C:15]1[CH:16]=[C:17]([CH:20]=[C:21]([CH3:24])[C:22]=1[OH:23])[CH:18]=O. Given the product [CH3:1][O:2][C:3]1[CH:8]=[CH:7][C:6]([O:9][CH3:10])=[CH:5][C:4]=1[C:11](=[O:13])[CH:12]=[CH:18][C:17]1[CH:20]=[C:21]([CH3:24])[C:22]([OH:23])=[C:15]([CH3:14])[CH:16]=1, predict the reactants needed to synthesize it. (2) Given the product [CH2:12]([C:14]1[O:18][C:17]([C:19]#[N:21])=[CH:16][CH:15]=1)[CH3:13], predict the reactants needed to synthesize it. The reactants are: O=P(Cl)(Cl)Cl.N1C=CC=CC=1.[CH2:12]([C:14]1[O:18][C:17]([C:19]([NH2:21])=O)=[CH:16][CH:15]=1)[CH3:13].Cl. (3) Given the product [CH3:12][N:9]1[CH2:10][CH2:11][CH:6]([O:5][C:4]2[CH:13]=[CH:14][CH:15]=[C:2]([B:16]3[O:20][C:19]([CH3:22])([CH3:21])[C:18]([CH3:24])([CH3:23])[O:17]3)[CH:3]=2)[CH2:7][CH2:8]1, predict the reactants needed to synthesize it. The reactants are: Br[C:2]1[CH:3]=[C:4]([CH:13]=[CH:14][CH:15]=1)[O:5][CH:6]1[CH2:11][CH2:10][N:9]([CH3:12])[CH2:8][CH2:7]1.[B:16]1([B:16]2[O:20][C:19]([CH3:22])([CH3:21])[C:18]([CH3:24])([CH3:23])[O:17]2)[O:20][C:19]([CH3:22])([CH3:21])[C:18]([CH3:24])([CH3:23])[O:17]1.CC([O-])=O.[K+]. (4) Given the product [OH:32][CH2:31][C:23]1[CH:22]=[C:21]([CH:26]=[C:25]([C:27]([F:28])([F:29])[F:30])[CH:24]=1)[CH2:20][C:16]1[CH:15]=[C:14]2[C:19](=[CH:18][CH:17]=1)[CH:11]([NH:10][S:6]([C:2]1[S:1][CH:5]=[CH:4][CH:3]=1)(=[O:8])=[O:7])[CH2:12][CH2:13]2, predict the reactants needed to synthesize it. The reactants are: [S:1]1[CH:5]=[CH:4][CH:3]=[C:2]1[S:6](Cl)(=[O:8])=[O:7].[NH2:10][CH:11]1[C:19]2[C:14](=[CH:15][C:16]([CH2:20][C:21]3[CH:22]=[C:23]([CH2:31][OH:32])[CH:24]=[C:25]([C:27]([F:30])([F:29])[F:28])[CH:26]=3)=[CH:17][CH:18]=2)[CH2:13][CH2:12]1.C(N(CC)CC)C.C([O-])(O)=O.[Na+]. (5) Given the product [CH:24]([CH:23]1[C@H:20]2[C@@H:21]1[CH2:22][N:18]([C:16]([O:15][C:12]([CH3:14])([CH3:13])[CH3:11])=[O:17])[CH2:19]2)=[O:25], predict the reactants needed to synthesize it. The reactants are: C(Cl)(=O)C(Cl)=O.CS(C)=O.[CH3:11][C:12]([O:15][C:16]([N:18]1[CH2:22][C@@H:21]2[CH:23]([CH2:24][OH:25])[C@@H:20]2[CH2:19]1)=[O:17])([CH3:14])[CH3:13].C(N(CC)CC)C.Cl.C(=O)(O)[O-].[Na+]. (6) Given the product [CH2:1]([O:3][C:4]([C:6]1[C:11](=[O:12])[NH:10][C:9]2[S:13][CH:14]=[C:15]([C:16]3[CH:21]=[CH:20][C:19]([C:26]4[CH:27]=[CH:28][CH:29]=[CH:30][C:25]=4[OH:24])=[CH:18][CH:17]=3)[C:8]=2[C:7]=1[OH:23])=[O:5])[CH3:2], predict the reactants needed to synthesize it. The reactants are: [CH2:1]([O:3][C:4]([C:6]1[C:11](=[O:12])[NH:10][C:9]2[S:13][CH:14]=[C:15]([C:16]3[CH:21]=[CH:20][C:19](Br)=[CH:18][CH:17]=3)[C:8]=2[C:7]=1[OH:23])=[O:5])[CH3:2].[OH:24][C:25]1[CH:30]=[CH:29][CH:28]=[CH:27][C:26]=1B(O)O.[O-]P([O-])([O-])=O.[K+].[K+].[K+].CC1C=CC=CC=1P(C1C=CC=CC=1C)C1C=CC=CC=1C. (7) Given the product [Cl:39][C:24]1[CH:23]=[C:22]([NH:1][C:2]2[N:12]=[C:11]3[C:5]([N:6]([CH3:20])[C:7](=[O:19])[CH2:8][CH2:9][N:10]3[CH:13]3[CH2:18][CH2:17][CH2:16][CH2:15][CH2:14]3)=[CH:4][N:3]=2)[C:37]([F:38])=[CH:36][C:25]=1[C:26]([NH:28][CH:29]1[CH2:34][CH2:33][N:32]([CH3:35])[CH2:31][CH2:30]1)=[O:27], predict the reactants needed to synthesize it. The reactants are: [NH2:1][C:2]1[N:3]=[CH:4][C:5]2[N:6]([CH3:20])[C:7](=[O:19])[CH2:8][CH2:9][N:10]([CH:13]3[CH2:18][CH2:17][CH2:16][CH2:15][CH2:14]3)[C:11]=2[N:12]=1.Br[C:22]1[C:37]([F:38])=[CH:36][C:25]([C:26]([NH:28][CH:29]2[CH2:34][CH2:33][N:32]([CH3:35])[CH2:31][CH2:30]2)=[O:27])=[C:24]([Cl:39])[CH:23]=1.CC1(C)C2C(=C(P(C3C=CC=CC=3)C3C=CC=CC=3)C=CC=2)OC2C(P(C3C=CC=CC=3)C3C=CC=CC=3)=CC=CC1=2.C(=O)([O-])[O-].[Cs+].[Cs+].